This data is from Human Reference Interactome with 51,813 positive PPI pairs across 8,248 proteins, plus equal number of experimentally-validated negative pairs. The task is: Binary Classification. Given two protein amino acid sequences, predict whether they physically interact or not. (1) Protein 1 (ENSG00000168961) has sequence MAFSGSQAPYLSPAVPFSGTIQGGLQDGLQITVNGTVLSSSGTRFAVNFQTGFSGNDIAFHFNPRFEDGGYVVCNTRQNGSWGPEERKTHMPFQKGMPFDLCFLVQSSDFKVMVNGILFVQYFHRVPFHRVDTISVNGSVQLSYISFQPPGVWPANPAPITQTVIHTVQSAPGQMFSTPAIPPMMYPHPAYPMPFITTILGGLYPSKSILLSGTVLPSAQRFHINLCSGNHIAFHLNPRFDENAVVRNTQIDNSWGSEERSLPRKMPFVRGQSFSVWILCEAHCLKVAVDGQHLFEYYHR.... Protein 2 (ENSG00000136827) has sequence MKLGRAVLGLLLLAPSVVQAVEPISLGLALAGVLTGYIYPRLYCLFAECCGQKRSLSREALQKDLDDNLFGQHLAKKIILNAVFGFINNPKPKKPLTLSLHGWTGTGKNFVSKIIAENIYEGGLNSDYVHLFVATLHFPHASNITLYKDQLQLWIRGNVSACARSIFIFDEMDKMHAGLIDAIKPFLDYYDLVDGVSYQKAMFIFLSNAGAERITDVALDFWRSGKQREDIKLKDIEHALSVSVFNNKNSGFWHSSLIDRNLIDYFVPFLPLEYKHLKMCIRVEMQSRGYEIDEDIVSRV.... Result: 0 (the proteins do not interact). (2) Protein 1 (ENSG00000161911) has sequence MGLTLLLLLLLGLEGQGIVGSLPEVLQAPVGSSILVQCHYRLQDVKAQKVWCRFLPEGCQPLVSSAVDRRAPAGRRTFLTDLGGGLLQVEMVTLQEEDAGEYGCMVDGARGPQILHRVSLNILPPEEEEETHKIGSLAENAFSDPAGSANPLEPSQDEKSIPLIWGAVLLVGLLVAAVVLFAVMAKRKQESLLSGPPRQ*MGLTLLLLLLLGLEEEEEETHKIGSLAENAFSDPAGSANPLEPSQDEKSIPLIWGAVLLVGLLVAAVVLFAVMAKRKQGNRLGVCGRFLSSRVSGMNPSS.... Protein 2 (ENSG00000257108) has sequence MLGLEGPCWVGPGPDGGLAVSEEFGDVRLFGSARQPLGSLGGWTGHTFGCPAGICSNSEGNVIVADEQRRQVTLFPRAGPPICLVSEGLGQPLGVACAPQGQLLVADAKDNSIKVYQGLKELA*. Result: 0 (the proteins do not interact). (3) Protein 1 (ENSG00000128944) has sequence MAAPEAPPLDRVFRTTWLSTECDSHPLPPSYRKFLFETQAADLAGGTTVAAGNLLNESEKDCGQDRRAPGVQPCRLVTMTSVVKTVYSLQPPSALSGGQPADTQTRATSKSLLPVRSKEVDVSKQLHSGGPENDVTKITKLRRENGQMKATDTATRRNVRKGYKPLSKQKSEEELKDKNQLLEAVNKQLHQKLTETQGELKDLTQKVELLEKFRDNCLAILESKGLDPALGSETLASRQESTTDHMDSMLLLETLQEELKLFNETAKKQMEELQALKVKLEMKEERVRFLEQQTLCNNQV.... Protein 2 (ENSG00000110583) has sequence MGRKSSKAKEKKQKRLEERAAMDAVCAKVDAANRLGDPLEAFPVFKKYDRNGLNVSIECKRVSGLEPATVDWAFDLTKTNMQTMYEQSEWGWKDREKREEMTDDRAWYLIAWENSSVPVAFSHFRFDVECGDEVLYCYEVQLESKVRRKGLGKFLIQILQLMANSTQMKKVMLTVFKHNHGAYQFFREALQFEIDDSSPSMSGCCGEDCSYEILSRRTKFGDSHHSHAGGHCGGCCH*MDAVCAKVDAANRLGDPLEAFPVFKKYDRNGLNVSIECKRVSGLEPATVDWAFDLTKTNMQT.... Result: 0 (the proteins do not interact). (4) Protein 1 (ENSG00000185619) has sequence MLTRKIKLWDINAHITCRLCSGYLIDATTVTECLHTFCRSCLVKYLEENNTCPTCRIVIHQSHPLQYIGHDRTMQDIVYKLVPGLQEAEMRKQREFYHKLGMEVPGDIKGETCSAKQHLDSHRNGETKADDSSNKEAAEEKPEEDNDYHRSDEQVSICLECNSSKLRGLKRKWIRCSAQATVLHLKKFIAKKLNLSSFNELDILCNEEILGKDHTLKFVVVTRWRFKKAPLLLHYRPKMDLL*MLTRKIKLWDINAHITCRLCSGYLIDATTVTECLHTFCRSMLTRKIKLWDINAHITC.... Protein 2 (ENSG00000005249) has sequence MSIEIPAGLTELLQGFTVEVLRHQPADLLEFALQHFTRLQQENERKGTARFGHEGRTWGDLGAAAGGGTPSKGVNFAEEPMQSDSEDGEEEEAAPADAGAFNAPVINRFTRRASVCAEAYNPDEEEDDAESRIIHPKTDDQRNRLQEACKDILLFKNLDPEQMSQVLDAMFEKLVKDGEHVIDQGDDGDNFYVIDRGTFDIYVKCDGVGRCVGNYDNRGSFGELALMYNTPRAATITATSPGALWGLDRVTFRRIIVKNNAKKRKMYESFIESLPFLKSLEFSERLKVVDVIGTKVYNDG.... Result: 0 (the proteins do not interact). (5) Protein 1 (ENSG00000213639) has sequence MADGELNVDSLITRLLEVRGCRPGKIVQMTEAEVRGLCIKSREIFLSQPILLELEAPLKICGDIHGQYTDLLRLFEYGGFPPEANYLFLGDYVDRGKQSLETICLLLAYKIKYPENFFLLRGNHECASINRIYGFYDECKRRFNIKLWKTFTDCFNCLPIAAIVDEKIFCCHGGLSPDLQSMEQIRRIMRPTDVPDTGLLCDLLWSDPDKDVQGWGENDRGVSFTFGADVVSKFLNRHDLDLICRAHQVVEDGYEFFAKRQLVTLFSAPNYCGEFDNAGGMMSVDETLMCSFQILKPSEK.... Protein 2 (ENSG00000133134) has sequence MESKEERALNNLIVENVNQENDEKDEKEQVANKGEPLALPLNVSEYCVPRGNRRRFRVRQPILQYRWDIMHRLGEPQARMREENMERIGEEVRQLMEKLREKQLSHSLRAVSTDPPHHDHHDEFCLMP*MESKEERALNNLIVENVNQENDEKDEKEQVANKGEPLALPLNVSEYCVPRGNRRRFRVRQPILQYRWDIMHRLGEPQARMREENMERIGEEVRQLMEKLREMQKMVVCGAKCCGDAPHVENREEETARIGPGVMESKEERALNNLIVENVNQENDEKDEKEQVANKGEPLA.... Result: 0 (the proteins do not interact). (6) Protein 1 (ENSG00000161800) has sequence MDTMMLNVRNLFEQLVRRVEILSEGNEVQFIQLAKDFEDFRKKWQRTDHELGKYKDLLMKAETERSALDVKLKHARNQVDVEIKRRQRAEADCEKLERQIQLIREMLMCDTSGSIQLSEEQKSALAFLNRGQPSSSNAGNKRLSTIDESGSILSDISFDKTDESLDWDSSLVKTFKLKKREKRRSTSRQFVDGPPGPVKKTRSIGSAVDQGNESIVAKTTVTVPNDGGPIEAVSTIETVPYWTRSRRKTGTLQPWNSDSTLNSRQLEPRTETDSVGTPQSNGGMRLHDFVSKTVIKPESC.... Protein 2 (ENSG00000114473) has sequence MEEDSLEDSNLPPKVWHSEMTVSVTGEPPSTVEEEGIPKETDIEIIPEIPETLEPLSLPDVLRISAVLEDTTDQLSILNYIMPVQYEGRQSICVKSREMNLEGTNLDKLPMASTITKIPSPLITEEGPNLPEIRHRGRFAVEFNKMQDLVFKKPTRQTIMTTETLKKIQIDRQFFSDVIADTIKELQDSATYNSLLQALSKERENKMHFYDIIAREEKGRKQIISLQKQLINVKKEWQFEVQSQNEYIANLKDQLQEMKAKSNLENRYMKTNTELQIAQTQKKCNRTEELLVEEIEKLRM.... Result: 0 (the proteins do not interact). (7) Protein 1 (ENSG00000180185) has sequence MGIMAASRPLSRFWEWGKNIVCVGRNYADHVREMRSAVLSEPVLFLKPSTAYAPEGSPILMPAYTRNLHHELELGVVMGKRCRAVPEAAAMDYVGGYALCLDMTARDVQDECKKKGLPWTLAKSFTASCPVSAFVPKEKIPDPHKLKLWLKVNGELRQEGETSSMIFSIPYIISYVSKIITLEEGDIILTGTPKGVGPVKENDEIEAGIHGLRQGLTLSPKLECSSAITAHCSLELPGSSNPPSASRF*MGIMAASRPLSRFWEWGKNIVCVGRNYADHVREMRSAVLSEPVLFLKPSTA.... Protein 2 (ENSG00000116833) has sequence MSSNSDTGDLQESLKHGLTPIVSQFKMVNYSYDEDLEELCPVCGDKVSGYHYGLLTCESCKGFFKRTVQNNKRYTCIENQNCQIDKTQRKRCPYCRFQKCLSVGMKLEAVRADRMRGGRNKFGPMYKRDRALKQQKKALIRANGLKLEAMSQVIQAMPSDLTISSAIQNIHSASKGLPLNHAALPPTDYDRSPFVTSPISMTMPPHGSLQGYQTYGHFPSRAIKSEYPDPYTSSPESIMGYSYMDSYQTSSPASIPHLILELLKCEPDEPQVQAKIMAYLQQEQANRSKHEKLSTFGLMC.... Result: 0 (the proteins do not interact).